Dataset: Forward reaction prediction with 1.9M reactions from USPTO patents (1976-2016). Task: Predict the product of the given reaction. Given the reactants Br[C:2]1[N:3]=[C:4]2[C:10]([C:11]([NH:13][C:14]([CH3:17])([CH3:16])[CH3:15])=[O:12])=[CH:9][N:8]([CH2:18][O:19][CH2:20][CH2:21][Si:22]([CH3:25])([CH3:24])[CH3:23])[C:5]2=[N:6][CH:7]=1.[I-].[Na+].CN[C@@H]1CCCC[C@H]1NC.[F:38][CH:39]([F:50])[O:40][C:41]1[CH:42]=[C:43]2[C:47](=[CH:48][CH:49]=1)[NH:46][N:45]=[CH:44]2.[O-]P([O-])([O-])=O.[K+].[K+].[K+], predict the reaction product. The product is: [C:14]([NH:13][C:11]([C:10]1[C:4]2[C:5](=[N:6][CH:7]=[C:2]([N:46]3[C:47]4[C:43](=[CH:42][C:41]([O:40][CH:39]([F:38])[F:50])=[CH:49][CH:48]=4)[CH:44]=[N:45]3)[N:3]=2)[N:8]([CH2:18][O:19][CH2:20][CH2:21][Si:22]([CH3:25])([CH3:24])[CH3:23])[CH:9]=1)=[O:12])([CH3:17])([CH3:16])[CH3:15].